Task: Predict the product of the given reaction.. Dataset: Forward reaction prediction with 1.9M reactions from USPTO patents (1976-2016) (1) Given the reactants [C:1]1([CH:8]=[CH:7][CH:6]=[C:4]([OH:5])[CH:3]=1)[OH:2].[CH3:9][O:10][C:11](=[O:35])[C@H:12]([CH2:33]O)[NH:13][C:14]([C:27]1[CH:32]=[CH:31][CH:30]=[CH:29][CH:28]=1)([C:21]1[CH:26]=[CH:25][CH:24]=[CH:23][CH:22]=1)[C:15]1[CH:20]=[CH:19][CH:18]=[CH:17][CH:16]=1.C1(P(C2C=CC=CC=2)C2C=CC=CC=2)C=CC=CC=1.CCOC(/N=N/C(OCC)=O)=O, predict the reaction product. The product is: [OH:2][C:1]1[CH:3]=[C:4]([CH:6]=[CH:7][CH:8]=1)[O:5][CH2:33][C@H:12]([NH:13][C:14]([C:27]1[CH:32]=[CH:31][CH:30]=[CH:29][CH:28]=1)([C:21]1[CH:22]=[CH:23][CH:24]=[CH:25][CH:26]=1)[C:15]1[CH:20]=[CH:19][CH:18]=[CH:17][CH:16]=1)[C:11]([O:10][CH3:9])=[O:35]. (2) Given the reactants [N+:1]([C:4]1[CH:12]=[CH:11][CH:10]=[C:9]2[C:5]=1[CH:6]=[CH:7][NH:8]2)([O-:3])=[O:2].[H-].[Na+].[CH3:15]I.O, predict the reaction product. The product is: [CH3:15][N:8]1[C:9]2[C:5](=[C:4]([N+:1]([O-:3])=[O:2])[CH:12]=[CH:11][CH:10]=2)[CH:6]=[CH:7]1. (3) Given the reactants C([N:8]1[CH2:12][C:11]2([C:16]([O:18][CH3:19])=[O:17])[CH2:13][CH2:14][CH2:15][CH:10]2[CH2:9]1)C1C=CC=CC=1, predict the reaction product. The product is: [CH2:9]1[CH:10]2[CH2:15][CH2:14][CH2:13][C:11]2([C:16]([O:18][CH3:19])=[O:17])[CH2:12][NH:8]1. (4) Given the reactants Br[C:2]1[CH:17]=[CH:16][C:5]([O:6][CH2:7][CH2:8][N:9]2[CH2:14][CH2:13][N:12]([CH3:15])[CH2:11][CH2:10]2)=[CH:4][C:3]=1[Cl:18].[Li]CCCC.[B:24](OC(C)C)([O:29][CH:30]([CH3:32])[CH3:31])[O:25][CH:26]([CH3:28])[CH3:27], predict the reaction product. The product is: [Cl:18][C:3]1[CH:4]=[C:5]([O:6][CH2:7][CH2:8][N:9]2[CH2:14][CH2:13][N:12]([CH3:15])[CH2:11][CH2:10]2)[CH:16]=[CH:17][C:2]=1[B:24]([O:29][CH:30]([CH3:32])[CH3:31])[O:25][CH:26]([CH3:28])[CH3:27].